Dataset: Catalyst prediction with 721,799 reactions and 888 catalyst types from USPTO. Task: Predict which catalyst facilitates the given reaction. (1) The catalyst class is: 4. Product: [Br:16][CH2:13][C:8]1[CH:9]=[CH:10][CH:11]=[CH:12][C:7]=1[O:6][CH2:5][CH:1]1[CH2:4][CH2:3][CH2:2]1. Reactant: [CH:1]1([CH2:5][O:6][C:7]2[CH:12]=[CH:11][CH:10]=[CH:9][C:8]=2[CH2:13]O)[CH2:4][CH2:3][CH2:2]1.P(Br)(Br)[Br:16].C(=O)(O)[O-].[Na+]. (2) Reactant: [Si:1]([O:8][CH2:9][CH2:10][NH:11][C:12]1[CH:17]=[C:16]([F:18])[C:15]([F:19])=[CH:14][C:13]=1[N+:20]([O-])=O)([C:4]([CH3:7])([CH3:6])[CH3:5])([CH3:3])[CH3:2].[H][H]. Product: [Si:1]([O:8][CH2:9][CH2:10][NH:11][C:12]1[C:13]([NH2:20])=[CH:14][C:15]([F:19])=[C:16]([F:18])[CH:17]=1)([C:4]([CH3:7])([CH3:6])[CH3:5])([CH3:3])[CH3:2]. The catalyst class is: 19. (3) Reactant: [Br:1][C:2]1[CH:3]=[CH:4][C:5]([O:9][CH2:10][CH2:11]Br)=[C:6]([NH2:8])[CH:7]=1.C([O-])([O-])=O.[K+].[K+]. Product: [Br:1][C:2]1[CH:3]=[CH:4][C:5]2[O:9][CH2:10][CH2:11][NH:8][C:6]=2[CH:7]=1. The catalyst class is: 18.